Predict the product of the given reaction. From a dataset of Forward reaction prediction with 1.9M reactions from USPTO patents (1976-2016). (1) The product is: [CH2:1]([O:8][C:9]([N:11]([CH3:21])[CH2:12][C:13]([CH3:18])([CH3:17])[C:14]([OH:16])=[O:15])=[O:10])[C:2]1[CH:3]=[CH:4][CH:5]=[CH:6][CH:7]=1. Given the reactants [CH2:1]([O:8][C:9]([NH:11][CH2:12][C:13]([CH3:18])([CH3:17])[C:14]([OH:16])=[O:15])=[O:10])[C:2]1[CH:7]=[CH:6][CH:5]=[CH:4][CH:3]=1.[H-].[Na+].[CH3:21]I, predict the reaction product. (2) Given the reactants [F:1][C:2]1[C:10]2[S:9][CH:8]=[N:7][C:6]=2[CH:5]=[CH:4][CH:3]=1.[Cl:11][S:12](O)(=[O:14])=[O:13], predict the reaction product. The product is: [F:1][C:2]1[CH:3]=[CH:4][C:5]([S:12]([Cl:11])(=[O:14])=[O:13])=[C:6]2[C:10]=1[S:9][CH:8]=[N:7]2.